From a dataset of Reaction yield outcomes from USPTO patents with 853,638 reactions. Predict the reaction yield, written as a fraction of the theoretical maximum amount of product (1.0 means a 100% yield; for example, 0.34 means a 34% yield). (1) The reactants are O[C:2]1[CH:7]=[CH:6][N:5]=[CH:4][C:3]=1[NH:8][C:9](=O)[C:10]1[CH:15]=[CH:14][C:13]([N+:16]([O-:18])=[O:17])=[CH:12][CH:11]=1.P12(SP3(SP(SP(S3)(S1)=S)(=S)S2)=S)=[S:21]. The catalyst is N1C=CC=CC=1.CC1C=CC(C)=CC=1. The product is [N+:16]([C:13]1[CH:14]=[CH:15][C:10]([C:9]2[S:21][C:2]3[CH:7]=[CH:6][N:5]=[CH:4][C:3]=3[N:8]=2)=[CH:11][CH:12]=1)([O-:18])=[O:17]. The yield is 0.590. (2) The reactants are Br[C:2]1[CH:28]=[CH:27][C:5]([O:6][CH:7]2[CH2:11][CH2:10][N:9]([CH:12]3[CH2:17][CH2:16][N:15]([C:18]4[S:22][N:21]=[C:20]([CH:23]([CH3:25])[CH3:24])[N:19]=4)[CH2:14][CH2:13]3)[C:8]2=[O:26])=[C:4]([F:29])[CH:3]=1.[CH3:30][N:31]1C(=O)CCC1. The catalyst is O. The product is [F:29][C:4]1[CH:3]=[C:2]([CH:28]=[CH:27][C:5]=1[O:6][CH:7]1[CH2:11][CH2:10][N:9]([CH:12]2[CH2:17][CH2:16][N:15]([C:18]3[S:22][N:21]=[C:20]([CH:23]([CH3:25])[CH3:24])[N:19]=3)[CH2:14][CH2:13]2)[C:8]1=[O:26])[C:30]#[N:31]. The yield is 0.248.